This data is from Full USPTO retrosynthesis dataset with 1.9M reactions from patents (1976-2016). The task is: Predict the reactants needed to synthesize the given product. (1) Given the product [F:14][C:10]1[CH:11]=[CH:12][CH:13]=[C:5]2[C:6]=1[C:7](=[O:9])[O:8][C:1](=[O:2])[CH2:4]2, predict the reactants needed to synthesize it. The reactants are: [C:1]([CH2:4][C:5]1[CH:13]=[CH:12][CH:11]=[C:10]([F:14])[C:6]=1[C:7]([OH:9])=[O:8])(O)=[O:2]. (2) Given the product [C:14]([C:18]1[CH:23]=[CH:22][CH:21]=[CH:20][C:19]=1[N:24]1[CH2:29][CH2:28][N:27]([C:5](=[O:7])[CH2:4][CH2:3][C:1]#[N:2])[CH2:26][CH2:25]1)([CH3:17])([CH3:15])[CH3:16], predict the reactants needed to synthesize it. The reactants are: [C:1]([CH2:3][CH2:4][C:5]([OH:7])=O)#[N:2].C(Cl)(=O)C(Cl)=O.[C:14]([C:18]1[CH:23]=[CH:22][CH:21]=[CH:20][C:19]=1[N:24]1[CH2:29][CH2:28][NH:27][CH2:26][CH2:25]1)([CH3:17])([CH3:16])[CH3:15].C(N(CC)CC)C.C(CCC(Cl)=O)#N. (3) Given the product [CH3:43][O:42][C:41]1([C:37]2[CH:36]=[C:35]([CH:40]=[CH:39][CH:38]=2)[O:34][C:2]2[O:3][C:4]([C:13]3[CH:18]=[CH:17][C:16]([S:19]([NH2:22])(=[O:21])=[O:20])=[CH:15][CH:14]=3)=[C:5]([C:7]3[CH:12]=[CH:11][CH:10]=[CH:9][CH:8]=3)[N:6]=2)[CH2:46][CH2:45][O:47][CH2:48][CH2:23]1, predict the reactants needed to synthesize it. The reactants are: Cl[C:2]1[O:3][C:4]([C:13]2[CH:18]=[CH:17][C:16]([S:19]([NH2:22])(=[O:21])=[O:20])=[CH:15][CH:14]=2)=[C:5]([C:7]2[CH:12]=[CH:11][CH:10]=[CH:9][CH:8]=2)[N:6]=1.[CH3:23]N(C=O)C.C(=O)([O-])[O-].[K+].[K+].[OH:34][C:35]1[CH:36]=[C:37]([CH:41]2[CH2:46][CH:45]([O:47][CH3:48])C[CH2:43][O:42]2)[CH:38]=[CH:39][CH:40]=1. (4) Given the product [ClH:48].[F:1][C:2]1[CH:3]=[CH:4][C:5]2[N:14]=[C:13]([N:15]3[CH2:20][CH2:19][N:18]([CH3:29])[C@@H:17]([CH2:21][CH2:22][O:23][CH3:24])[CH2:16]3)[C:12]3[CH:11]=[C:10]([CH3:25])[S:9][C:8]=3[NH:7][C:6]=2[CH:26]=1, predict the reactants needed to synthesize it. The reactants are: [F:1][C:2]1[CH:3]=[CH:4][C:5]2[N:14]=[C:13]([N:15]3[CH2:20][CH2:19][NH:18][C@@H:17]([CH2:21][CH2:22][O:23][CH3:24])[CH2:16]3)[C:12]3[CH:11]=[C:10]([CH3:25])[S:9][C:8]=3[NH:7][C:6]=2[CH:26]=1.C=O.[C:29](O[BH-](OC(=O)C)OC(=O)C)(=O)C.[Na+].C(=O)(O)[O-].[Na+].[Cl:48]CCCl. (5) Given the product [C:1]([C:3]1[S:4][C:5]2[CH:11]=[C:10]([O:12][CH2:14][C:15]3[CH:20]=[CH:19][C:18]([B:21]([OH:23])[OH:22])=[CH:17][CH:16]=3)[CH:9]=[CH:8][C:6]=2[N:7]=1)#[N:2], predict the reactants needed to synthesize it. The reactants are: [C:1]([C:3]1[S:4][C:5]2[CH:11]=[C:10]([OH:12])[CH:9]=[CH:8][C:6]=2[N:7]=1)#[N:2].O[CH2:14][C:15]1[CH:20]=[CH:19][C:18]([B:21]([OH:23])[OH:22])=[CH:17][CH:16]=1.C(=O)([O-])[O-].[Cs+].[Cs+].CCOC(C)=O.